From a dataset of Reaction yield outcomes from USPTO patents with 853,638 reactions. Predict the reaction yield, written as a fraction of the theoretical maximum amount of product (1.0 means a 100% yield; for example, 0.34 means a 34% yield). (1) The reactants are [CH:1]([C:3]1[CH:4]=[CH:5][C:6]2[C:15]3[CH:14]=[C:13]4[CH2:16][CH2:17][CH2:18][C:19](=[O:20])[C:12]4=[CH:11][C:10]=3[O:9][CH2:8][C:7]=2[CH:21]=1)=[CH2:2].C1C(=O)N([Br:29])C(=O)C1.[OH2:30]. The catalyst is C1COCC1.CS(C)=O.CCOC(C)=O.O=[Mn]=O. The product is [Br:29][CH2:2][C:1]([C:3]1[CH:4]=[CH:5][C:6]2[C:15]3[CH:14]=[C:13]4[CH2:16][CH2:17][CH2:18][C:19](=[O:20])[C:12]4=[CH:11][C:10]=3[O:9][CH2:8][C:7]=2[CH:21]=1)=[O:30]. The yield is 0.560. (2) The product is [C:1]([C:3]1[CH:4]=[C:5]2[C:9](=[CH:10][CH:11]=1)[N:8]([S:58]([C:55]1[CH:54]=[CH:53][C:52]([O:51][CH3:50])=[CH:57][CH:56]=1)(=[O:60])=[O:59])[C:7](=[O:12])[C:6]2([NH:22][C:23]([N:25]1[CH2:26][CH2:27][N:28]([CH:31]2[CH2:32][CH2:33][N:34]([CH3:37])[CH2:35][CH2:36]2)[CH2:29][CH2:30]1)=[O:24])[C:13]1[C:14]([O:19][CH2:20][CH3:21])=[N:15][CH:16]=[CH:17][CH:18]=1)#[N:2]. The catalyst is CN(C)C=O.C(OCC)(=O)C.ClCCl.CO. The yield is 0.230. The reactants are [C:1]([C:3]1[CH:4]=[C:5]2[C:9](=[CH:10][CH:11]=1)[NH:8][C:7](=[O:12])[C:6]2([NH:22][C:23]([N:25]1[CH2:30][CH2:29][N:28]([CH:31]2[CH2:36][CH2:35][N:34]([CH3:37])[CH2:33][CH2:32]2)[CH2:27][CH2:26]1)=[O:24])[C:13]1[C:14]([O:19][CH2:20][CH3:21])=[N:15][CH:16]=[CH:17][CH:18]=1)#[N:2].[H-].[Na+].N1C2C(=CC=CC=2)CC1=O.[CH3:50][O:51][C:52]1[CH:57]=[CH:56][C:55]([S:58](Cl)(=[O:60])=[O:59])=[CH:54][CH:53]=1.C(=O)(O)[O-].[Na+]. (3) The reactants are [C:1](Cl)(=[O:5])C(Cl)=O.[Cl:7][C:8]1[CH:16]=[CH:15][C:14]([N:17]2[CH:21]=[CH:20][CH:19]=[CH:18]2)=[CH:13][C:9]=1[C:10]([NH2:12])=[O:11].I[CH2:23][CH2:24][CH2:25][S:26]([C:29]1[CH:38]=[CH:37][C:32]2[N:33]=[C:34]([NH2:36])[S:35][C:31]=2[CH:30]=1)(=[O:28])=[O:27].[CH2:39]([NH:41][CH2:42][CH3:43])[CH3:40]. The catalyst is C1COCC1. The product is [Cl:7][C:8]1[CH:16]=[CH:15][C:14]([N:17]2[CH:21]=[CH:20][CH:19]=[CH:18]2)=[CH:13][C:9]=1[C:10]([NH:12][C:1](=[O:5])[NH:36][C:34]1[S:35][C:31]2[CH:30]=[C:29]([S:26]([CH2:25][CH2:24][CH2:23][N:41]([CH2:42][CH3:43])[CH2:39][CH3:40])(=[O:28])=[O:27])[CH:38]=[CH:37][C:32]=2[N:33]=1)=[O:11]. The yield is 0.240. (4) The reactants are OC(C1C=CC=C(C2C=C3[C:20]([C:21]4C=C[CH:24]=[CH:23][C:22]=4[O:27][CH3:28])=[CH:19][N:18](S(C4C=CC(C)=CC=4)(=O)=O)C3=NC=2)C=1)C(O)=O.CNCC1CCC[O:43]1.C(N(C(C)C)CC)(C)C. The catalyst is C1COCC1.C(OCC)(=O)C. The product is [O:27]1[CH2:28][CH2:24][CH2:23][CH:22]1[CH2:21][CH2:20][C:19]([NH2:18])=[O:43]. The yield is 0.280. (5) The reactants are Br[C:2]1[S:3][CH:4]=[C:5]([CH2:7][O:8][Si:9]([C:12]([CH3:15])([CH3:14])[CH3:13])([CH3:11])[CH3:10])[N:6]=1.C([Li])CCC.[O:21]=[C:22]1[CH2:27][CH2:26][CH:25]([C:28]([O:30][C:31]([CH3:34])([CH3:33])[CH3:32])=[O:29])[CH2:24][CH2:23]1. The catalyst is C1COCC1. The product is [Si:9]([O:8][CH2:7][C:5]1[N:6]=[C:2]([C:22]2([OH:21])[CH2:23][CH2:24][CH:25]([C:28]([O:30][C:31]([CH3:33])([CH3:32])[CH3:34])=[O:29])[CH2:26][CH2:27]2)[S:3][CH:4]=1)([C:12]([CH3:15])([CH3:14])[CH3:13])([CH3:11])[CH3:10]. The yield is 0.640. (6) The reactants are [OH:1][CH2:2][C@@H:3]([C@@H:5]([C@@H:7]([CH2:9][CH2:10][CH2:11][CH2:12][CH2:13][CH2:14][CH2:15][CH2:16][CH2:17][CH2:18][CH2:19][CH2:20][CH2:21][CH3:22])[OH:8])[OH:6])[NH2:4].CCN=C=NCCCN(C)C.[C:34](O)(=[O:52])[CH2:35][CH2:36][CH2:37][CH2:38][CH2:39][CH2:40][CH2:41][CH2:42][CH2:43][CH2:44][CH2:45][CH2:46][CH2:47][CH2:48][CH2:49][CH2:50][CH3:51]. The catalyst is N1C=CC=CC=1.CN(C1C=CN=CC=1)C. The product is [C:34]([NH:4][C@H:3]([C@@H:5]([OH:6])[C@H:7]([OH:8])[CH2:9][CH2:10][CH2:11][CH2:12][CH2:13][CH2:14][CH2:15][CH2:16][CH2:17][CH2:18][CH2:19][CH2:20][CH2:21][CH3:22])[CH2:2][OH:1])(=[O:52])[CH2:35][CH2:36][CH2:37][CH2:38][CH2:39][CH2:40][CH2:41][CH2:42][CH2:43][CH2:44][CH2:45][CH2:46][CH2:47][CH2:48][CH2:49][CH2:50][CH3:51]. The yield is 0.680. (7) The reactants are [Cl:1][C:2]1[CH:7]=[C:6]([C:8]2[CH:13]=[C:12]([Sn](CCCC)(CCCC)CCCC)[CH:11]=[CH:10][C:9]=2[O:27][CH2:28][CH3:29])[N:5]=[C:4]([NH2:30])[N:3]=1.[I-:31].[Na+].[OH-].[Na+].CC1C=CC(S(NCl)(=O)=O)=CC=1.S([O-])([O-])(=O)=S.[Na+].[Na+]. The catalyst is C(O)C.O.C(O)(=O)C. The product is [Cl:1][C:2]1[CH:7]=[C:6]([C:8]2[CH:13]=[C:12]([I:31])[CH:11]=[CH:10][C:9]=2[O:27][CH2:28][CH3:29])[N:5]=[C:4]([NH2:30])[N:3]=1. The yield is 0.710. (8) The reactants are [CH2:1]1[C:9]2[C:4](=[CH:5][CH:6]=[CH:7][CH:8]=2)[CH2:3][NH:2]1.[Cl:10][C:11]1[C:12]([CH3:24])=[C:13]([C:17]([O:22][CH3:23])=[CH:18][C:19]=1[O:20][CH3:21])[C:14](O)=[O:15].C(N(C(C)C)CC)(C)C.P(F)(F)(F)(F)F.N1(OC(N(C)C)=[N+](C)C)C2N=CC=CC=2N=N1.C([O-])(O)=O.[Na+]. The catalyst is CN(C=O)C.CCOC(C)=O. The product is [Cl:10][C:11]1[C:12]([CH3:24])=[C:13]([C:14]([N:2]2[CH2:3][C:4]3[C:9](=[CH:8][CH:7]=[CH:6][CH:5]=3)[CH2:1]2)=[O:15])[C:17]([O:22][CH3:23])=[CH:18][C:19]=1[O:20][CH3:21]. The yield is 0.920. (9) The yield is 0.900. The reactants are [Cl:1][C:2]1[N:3]=[C:4](Cl)[C:5]2[CH2:10][CH2:9][CH:8]([C:11]3[CH:16]=[CH:15][C:14]([O:17][C:18]([F:21])([F:20])[F:19])=[CH:13][CH:12]=3)[C:6]=2[N:7]=1.[NH:23]1[CH2:26][CH2:25][CH2:24]1. The catalyst is CO. The product is [N:23]1([C:4]2[C:5]3[CH2:10][CH2:9][CH:8]([C:11]4[CH:16]=[CH:15][C:14]([O:17][C:18]([F:21])([F:20])[F:19])=[CH:13][CH:12]=4)[C:6]=3[N:7]=[C:2]([Cl:1])[N:3]=2)[CH2:26][CH2:25][CH2:24]1. (10) The reactants are C(OC(=O)C)(=O)C.[CH2:8]([O:15][C@H:16]1[C@H:21]([O:22][CH2:23][C:24]2[CH:29]=[CH:28][CH:27]=[CH:26][CH:25]=2)[C@H:20]([O:30][CH2:31][C:32]2[CH:37]=[CH:36][CH:35]=[CH:34][CH:33]=2)[C@H:19]([CH3:38])[O:18][CH:17]1[OH:39])[C:9]1[CH:14]=[CH:13][CH:12]=[CH:11][CH:10]=1.CCOC(C)=O. The catalyst is CS(C)=O. The product is [CH2:8]([O:15][C@H:16]1[C@H:21]([O:22][CH2:23][C:24]2[CH:29]=[CH:28][CH:27]=[CH:26][CH:25]=2)[C@H:20]([O:30][CH2:31][C:32]2[CH:33]=[CH:34][CH:35]=[CH:36][CH:37]=2)[C@H:19]([CH3:38])[O:18][C:17]1=[O:39])[C:9]1[CH:14]=[CH:13][CH:12]=[CH:11][CH:10]=1. The yield is 0.626.